Dataset: Peptide-MHC class II binding affinity with 134,281 pairs from IEDB. Task: Regression. Given a peptide amino acid sequence and an MHC pseudo amino acid sequence, predict their binding affinity value. This is MHC class II binding data. The peptide sequence is KYVKQNTLKLAT. The MHC is DRB1_1501 with pseudo-sequence DRB1_1501. The binding affinity (normalized) is 0.703.